Dataset: Forward reaction prediction with 1.9M reactions from USPTO patents (1976-2016). Task: Predict the product of the given reaction. The product is: [CH:30]1([CH2:29][O:28][C:22]2[CH:23]=[CH:24][C:25]([CH3:27])=[CH:26][C:21]=2[C:20]2[CH:19]=[CH:18][N:17]=[C:16]3[C:12]([C:10]([NH:9][C@H:6]4[CH2:7][CH2:8][C@@H:3]([NH:2][C:38](=[O:37])[CH2:39][OH:40])[CH2:4][CH2:5]4)=[O:11])=[C:13]([CH3:33])[NH:14][C:15]=23)[CH2:31][CH2:32]1. Given the reactants Cl.[NH2:2][C@@H:3]1[CH2:8][CH2:7][C@H:6]([NH:9][C:10]([C:12]2[C:16]3=[N:17][CH:18]=[CH:19][C:20]([C:21]4[CH:26]=[C:25]([CH3:27])[CH:24]=[CH:23][C:22]=4[O:28][CH2:29][CH:30]4[CH2:32][CH2:31]4)=[C:15]3[NH:14][C:13]=2[CH3:33])=[O:11])[CH2:5][CH2:4]1.C([O:37][CH2:38][C:39](Cl)=[O:40])(=O)C, predict the reaction product.